This data is from Catalyst prediction with 721,799 reactions and 888 catalyst types from USPTO. The task is: Predict which catalyst facilitates the given reaction. (1) Reactant: Cl.[NH2:2][CH2:3][CH2:4][S:5]([NH:8][C:9](=[O:40])[C:10]1[CH:15]=[CH:14][C:13]([NH:16][C:17]2[N:22]=[C:21]([NH:23][C:24]3([C:27]4[CH:32]=[CH:31][C:30]([Cl:33])=[CH:29][CH:28]=4)[CH2:26][CH2:25]3)[N:20]=[C:19]([O:34][CH2:35][C:36]([F:39])([F:38])[F:37])[N:18]=2)=[CH:12][CH:11]=1)(=[O:7])=[O:6].Br[CH2:42][CH2:43][CH2:44][CH2:45]Br.C(=O)([O-])[O-].[K+].[K+]. Product: [Cl:33][C:30]1[CH:31]=[CH:32][C:27]([C:24]2([NH:23][C:21]3[N:20]=[C:19]([O:34][CH2:35][C:36]([F:37])([F:38])[F:39])[N:18]=[C:17]([NH:16][C:13]4[CH:12]=[CH:11][C:10]([C:9]([NH:8][S:5]([CH2:4][CH2:3][N:2]5[CH2:45][CH2:44][CH2:43][CH2:42]5)(=[O:7])=[O:6])=[O:40])=[CH:15][CH:14]=4)[N:22]=3)[CH2:26][CH2:25]2)=[CH:28][CH:29]=1. The catalyst class is: 290. (2) Reactant: Cl[C:2]1[C:7]([C:8]#[N:9])=[C:6]([Cl:10])[N:5]=[C:4]([S:11][CH3:12])[N:3]=1.[F:13][C:14]1[CH:20]=[CH:19][CH:18]=[C:17]([F:21])[C:15]=1[NH2:16].CO.O. Product: [Cl:10][C:6]1[C:7]([C:8]#[N:9])=[C:2]([NH:16][C:15]2[C:14]([F:13])=[CH:20][CH:19]=[CH:18][C:17]=2[F:21])[N:3]=[C:4]([S:11][CH3:12])[N:5]=1. The catalyst class is: 3. (3) Reactant: [C:1]([O:5][C:6]([N:8]1[CH2:15][CH2:14][CH2:13][C@H:9]1[C:10]([OH:12])=[O:11])=[O:7])([CH3:4])([CH3:3])[CH3:2].CCN(C(C)C)C(C)C.Br[CH2:26][C:27]([C:29]1[CH:34]=[CH:33][C:32]([CH3:35])=[CH:31][CH:30]=1)=[O:28]. Product: [N:8]1([C:6]([O:5][C:1]([CH3:4])([CH3:2])[CH3:3])=[O:7])[CH2:15][CH2:14][CH2:13][C@H:9]1[C:10]([O:12][CH2:26][C:27](=[O:28])[C:29]1[CH:34]=[CH:33][C:32]([CH3:35])=[CH:31][CH:30]=1)=[O:11]. The catalyst class is: 2. (4) Reactant: [ClH:1].[C:2]([C:4]1[CH:5]=[C:6]([C:14]2[O:18][N:17]=[C:16]([C:19]3[C:20]([CH3:40])=[C:21]4[C:26](=[CH:27][CH:28]=3)[CH2:25][N:24]([C:29](=[O:39])[CH2:30][NH:31]C(=O)OC(C)(C)C)[CH2:23][CH2:22]4)[N:15]=2)[CH:7]=[N:8][C:9]=1[O:10][CH:11]([CH3:13])[CH3:12])#[N:3].CCOCC. Product: [ClH:1].[NH2:31][CH2:30][C:29]([N:24]1[CH2:23][CH2:22][C:21]2[C:26](=[CH:27][CH:28]=[C:19]([C:16]3[N:15]=[C:14]([C:6]4[CH:5]=[C:4]([C:2]#[N:3])[C:9]([O:10][CH:11]([CH3:13])[CH3:12])=[N:8][CH:7]=4)[O:18][N:17]=3)[C:20]=2[CH3:40])[CH2:25]1)=[O:39]. The catalyst class is: 12. (5) Reactant: [C:1]([N:4]1[CH2:9][CH2:8][C@H:7]([NH:10][C:11](=[O:20])[O:12][CH2:13][C:14]2[CH:19]=[CH:18][CH:17]=[CH:16][CH:15]=2)[C@H:6]([O:21][CH3:22])[CH2:5]1)(=[O:3])[NH2:2].Br[CH:24]([CH2:34][CH3:35])[C:25](=O)[C:26]([O:28][CH2:29][CH2:30]CC)=[O:27].C(=O)(O)[O-].[Na+]. The catalyst class is: 1. Product: [CH2:13]([O:12][C:11]([NH:10][C@H:7]1[CH2:8][CH2:9][N:4]([C:1]2[O:3][C:24]([CH2:34][CH3:35])=[C:25]([C:26]([O:28][CH2:29][CH3:30])=[O:27])[N:2]=2)[CH2:5][C@H:6]1[O:21][CH3:22])=[O:20])[C:14]1[CH:15]=[CH:16][CH:17]=[CH:18][CH:19]=1. (6) Reactant: Br[C:2]1[N:7]=[CH:6][C:5]2[N:8]=[C:9]([CH3:14])[N:10]([CH:11]([CH3:13])[CH3:12])[C:4]=2[CH:3]=1.[Cl:15][C:16]1[N:21]=[C:20]([NH2:22])[CH:19]=[CH:18][N:17]=1.CC1(C)C2C(=C(P(C3C=CC=CC=3)C3C=CC=CC=3)C=CC=2)OC2C(P(C3C=CC=CC=3)C3C=CC=CC=3)=CC=CC1=2.C([O-])([O-])=O.[Cs+].[Cs+]. Product: [Cl:15][C:16]1[N:21]=[C:20]([NH:22][C:2]2[N:7]=[CH:6][C:5]3[N:8]=[C:9]([CH3:14])[N:10]([CH:11]([CH3:13])[CH3:12])[C:4]=3[CH:3]=2)[CH:19]=[CH:18][N:17]=1. The catalyst class is: 12. (7) Reactant: [Cl:1][C:2]1[C:3](=[O:17])[N:4]([C:9]2[CH:14]=[CH:13][C:12]([F:15])=[C:11]([Cl:16])[CH:10]=2)[N:5]([CH3:8])[C:6]=1[CH3:7].[Br:18]N1C(=O)CCC1=O. Product: [Br:18][CH2:7][C:6]1[N:5]([CH3:8])[N:4]([C:9]2[CH:14]=[CH:13][C:12]([F:15])=[C:11]([Cl:16])[CH:10]=2)[C:3](=[O:17])[C:2]=1[Cl:1]. The catalyst class is: 53. (8) Reactant: [F:1][C:2]1[CH:7]=[CH:6][CH:5]=[C:4]([F:8])[C:3]=1[C:9]([N:11]1[CH2:16][CH2:15][CH:14]([O:17][C:18]2[CH:23]=[C:22]([N+:24]([O-])=O)[CH:21]=[CH:20][N:19]=2)[CH2:13][CH2:12]1)=[O:10]. Product: [NH2:24][C:22]1[CH:21]=[CH:20][N:19]=[C:18]([O:17][CH:14]2[CH2:13][CH2:12][N:11]([C:9]([C:3]3[C:2]([F:1])=[CH:7][CH:6]=[CH:5][C:4]=3[F:8])=[O:10])[CH2:16][CH2:15]2)[CH:23]=1. The catalyst class is: 180. (9) Reactant: [F:1][C:2]1[CH:7]=[CH:6][C:5]([CH:8]2[CH2:13][CH2:12][N:11]([C:14]3[N:19]=[C:18]([CH3:20])[NH:17][C:16](=[O:21])[C:15]=3[N+:22]([O-:24])=[O:23])[CH2:10][CH2:9]2)=[CH:4][CH:3]=1.[C:25]([Si:29]([O:32][CH2:33][CH2:34][CH2:35][CH2:36]Cl)([CH3:31])[CH3:30])([CH3:28])([CH3:27])[CH3:26].C(=O)([O-])[O-].[K+].[K+]. Product: [C:25]([Si:29]([CH3:30])([CH3:31])[O:32][CH2:33][CH2:34][CH2:35][CH2:36][O:21][C:16]1[C:15]([N+:22]([O-:24])=[O:23])=[C:14]([N:11]2[CH2:10][CH2:9][CH:8]([C:5]3[CH:6]=[CH:7][C:2]([F:1])=[CH:3][CH:4]=3)[CH2:13][CH2:12]2)[N:19]=[C:18]([CH3:20])[N:17]=1)([CH3:28])([CH3:27])[CH3:26]. The catalyst class is: 9. (10) Reactant: C[O:2][C:3]([C:5]1[C:6]([S:35]([CH3:38])(=[O:37])=[O:36])=[CH:7][C:8]2[N:12]3[CH2:13][CH2:14][N:15]([C:20]4[N:25]=[C:24]([C:26]([F:29])([F:28])[F:27])[C:23]([C:30]([OH:33])([CH3:32])[CH3:31])=[CH:22][N:21]=4)[C@H:16]([CH:17]([CH3:19])[CH3:18])[C:11]3=[N:10][C:9]=2[CH:34]=1)=O.CC(C[AlH]CC(C)C)C.CO. Product: [OH:2][CH2:3][C:5]1[C:6]([S:35]([CH3:38])(=[O:36])=[O:37])=[CH:7][C:8]2[N:12]3[CH2:13][CH2:14][N:15]([C:20]4[N:25]=[C:24]([C:26]([F:29])([F:28])[F:27])[C:23]([C:30]([OH:33])([CH3:32])[CH3:31])=[CH:22][N:21]=4)[CH:16]([CH:17]([CH3:19])[CH3:18])[C:11]3=[N:10][C:9]=2[CH:34]=1. The catalyst class is: 2.